From a dataset of Forward reaction prediction with 1.9M reactions from USPTO patents (1976-2016). Predict the product of the given reaction. The product is: [F:1][C:2]1[C:7]([NH:8]/[CH:9]=[C:10]2\[C:11](=[O:22])[NH:12][C:13](=[O:21])[C:14]3[C:19]\2=[CH:18][C:17]([C:32]2[CH:33]=[CH:34][O:30][CH:31]=2)=[CH:16][CH:15]=3)=[CH:6][CH:5]=[C:4]([N:23]2[CH2:28][CH2:27][N:26]([CH3:29])[CH2:25][CH2:24]2)[N:3]=1. Given the reactants [F:1][C:2]1[C:7]([NH:8]/[CH:9]=[C:10]2\[C:11](=[O:22])[NH:12][C:13](=[O:21])[C:14]3[C:19]\2=[CH:18][C:17](I)=[CH:16][CH:15]=3)=[CH:6][CH:5]=[C:4]([N:23]2[CH2:28][CH2:27][N:26]([CH3:29])[CH2:25][CH2:24]2)[N:3]=1.[O:30]1[CH:34]=[CH:33][C:32](B(O)O)=[CH:31]1.C(=O)([O-])[O-].[Cs+].[Cs+].C(P(C(C)(C)C)C(C)(C)C)(C)(C)C, predict the reaction product.